Task: Predict which catalyst facilitates the given reaction.. Dataset: Catalyst prediction with 721,799 reactions and 888 catalyst types from USPTO (1) Reactant: C(OC(=O)[NH:7][C@@H:8]([CH2:11][NH:12][C:13]1[C:18]([F:19])=[CH:17][N:16]=[C:15]([C:20]2[CH:25]=[C:24]([C:26]3[CH:27]=[N:28][N:29]([CH3:31])[CH:30]=3)[CH:23]=[CH:22][C:21]=2[O:32]C)[N:14]=1)[CH2:9][CH3:10])(C)(C)C.B(Br)(Br)Br.C(=O)(O)[O-].[Na+]. Product: [NH2:7][C@H:8]([CH2:9][CH3:10])[CH2:11][NH:12][C:13]1[C:18]([F:19])=[CH:17][N:16]=[C:15]([C:20]2[CH:25]=[C:24]([C:26]3[CH:27]=[N:28][N:29]([CH3:31])[CH:30]=3)[CH:23]=[CH:22][C:21]=2[OH:32])[N:14]=1. The catalyst class is: 2. (2) Reactant: [Cl:1][C:2]1[CH:7]=[CH:6][CH:5]=[C:4]([Cl:8])[C:3]=1[CH2:9][C:10]([OH:12])=O.CN(C=O)C.S(Cl)([Cl:20])=O. Product: [Cl:1][C:2]1[CH:7]=[CH:6][CH:5]=[C:4]([Cl:8])[C:3]=1[CH2:9][C:10]([Cl:20])=[O:12]. The catalyst class is: 11. (3) Reactant: [C:1]([O:9][CH2:10][C@@H:11]1[C@@H:15]([F:16])[C@@H:14]([OH:17])[C@H:13]([O:18][CH3:19])[O:12]1)(=[O:8])[C:2]1[CH:7]=[CH:6][CH:5]=[CH:4][CH:3]=1.CC(OI1(OC(C)=O)(OC(C)=O)OC(=O)C2C=CC=CC1=2)=O. Product: [C:1]([O:9][CH2:10][C@@H:11]1[C@@H:15]([F:16])[C:14](=[O:17])[C@H:13]([O:18][CH3:19])[O:12]1)(=[O:8])[C:2]1[CH:3]=[CH:4][CH:5]=[CH:6][CH:7]=1. The catalyst class is: 4. (4) Reactant: C(N(CC)CC)C.[C:16](O[C:16]([O:18][C:19]([CH3:22])([CH3:21])[CH3:20])=[O:17])([O:18][C:19]([CH3:22])([CH3:21])[CH3:20])=[O:17].[CH3:23][O:24][C:25]1[CH:26]=[C:27]2[C:32](=[CH:33][CH:34]=1)[N:31]=[CH:30][CH:29]=[C:28]2[C:35](=[O:46])[CH2:36][CH2:37][C@@H:38]1[CH2:43][CH2:42][NH:41][CH2:40][C@@H:39]1[CH:44]=[CH2:45]. Product: [C:19]([O:18][C:16]([N:41]1[CH2:42][CH2:43][C@@H:38]([CH2:37][CH2:36][C:35]([C:28]2[C:27]3[C:32](=[CH:33][CH:34]=[C:25]([O:24][CH3:23])[CH:26]=3)[N:31]=[CH:30][CH:29]=2)=[O:46])[C@@H:39]([CH:44]=[CH2:45])[CH2:40]1)=[O:17])([CH3:20])([CH3:21])[CH3:22]. The catalyst class is: 4.